This data is from NCI-60 drug combinations with 297,098 pairs across 59 cell lines. The task is: Regression. Given two drug SMILES strings and cell line genomic features, predict the synergy score measuring deviation from expected non-interaction effect. (1) Drug 1: CC1=C(C=C(C=C1)C(=O)NC2=CC(=CC(=C2)C(F)(F)F)N3C=C(N=C3)C)NC4=NC=CC(=N4)C5=CN=CC=C5. Drug 2: CC1C(C(CC(O1)OC2CC(CC3=C2C(=C4C(=C3O)C(=O)C5=C(C4=O)C(=CC=C5)OC)O)(C(=O)CO)O)N)O.Cl. Cell line: CCRF-CEM. Synergy scores: CSS=23.4, Synergy_ZIP=0.172, Synergy_Bliss=-2.04, Synergy_Loewe=-30.3, Synergy_HSA=-3.49. (2) Drug 1: C1CCN(CC1)CCOC2=CC=C(C=C2)C(=O)C3=C(SC4=C3C=CC(=C4)O)C5=CC=C(C=C5)O. Drug 2: C1C(C(OC1N2C=NC3=C2NC=NCC3O)CO)O. Cell line: MALME-3M. Synergy scores: CSS=-1.13, Synergy_ZIP=-1.82, Synergy_Bliss=-4.91, Synergy_Loewe=-6.12, Synergy_HSA=-6.12. (3) Drug 1: CN(C)C1=NC(=NC(=N1)N(C)C)N(C)C. Drug 2: B(C(CC(C)C)NC(=O)C(CC1=CC=CC=C1)NC(=O)C2=NC=CN=C2)(O)O. Cell line: SN12C. Synergy scores: CSS=1.26, Synergy_ZIP=-1.64, Synergy_Bliss=-2.04, Synergy_Loewe=-6.13, Synergy_HSA=-2.80. (4) Drug 1: CCC1(CC2CC(C3=C(CCN(C2)C1)C4=CC=CC=C4N3)(C5=C(C=C6C(=C5)C78CCN9C7C(C=CC9)(C(C(C8N6C=O)(C(=O)OC)O)OC(=O)C)CC)OC)C(=O)OC)O.OS(=O)(=O)O. Drug 2: CC(C)NC(=O)C1=CC=C(C=C1)CNNC.Cl. Cell line: OVCAR-4. Synergy scores: CSS=-1.19, Synergy_ZIP=1.05, Synergy_Bliss=5.89, Synergy_Loewe=5.31, Synergy_HSA=4.00. (5) Drug 1: CC1C(C(CC(O1)OC2CC(CC3=C2C(=C4C(=C3O)C(=O)C5=C(C4=O)C(=CC=C5)OC)O)(C(=O)C)O)N)O.Cl. Drug 2: CCC1(C2=C(COC1=O)C(=O)N3CC4=CC5=C(C=CC(=C5CN(C)C)O)N=C4C3=C2)O.Cl. Cell line: OVCAR-4. Synergy scores: CSS=6.77, Synergy_ZIP=-1.16, Synergy_Bliss=0.865, Synergy_Loewe=0.510, Synergy_HSA=0.826. (6) Synergy scores: CSS=12.8, Synergy_ZIP=-4.43, Synergy_Bliss=3.22, Synergy_Loewe=-19.0, Synergy_HSA=0.625. Cell line: M14. Drug 2: C1=NNC2=C1C(=O)NC=N2. Drug 1: C1CN1C2=NC(=NC(=N2)N3CC3)N4CC4.